This data is from Full USPTO retrosynthesis dataset with 1.9M reactions from patents (1976-2016). The task is: Predict the reactants needed to synthesize the given product. (1) Given the product [F:1][CH2:2][CH2:3][O:4][C:5]1[CH:10]=[C:9]2[C:8](=[CH:7][CH:6]=1)[NH:15][C:12](=[O:13])[CH2:11]2, predict the reactants needed to synthesize it. The reactants are: [F:1][CH2:2][CH2:3][O:4][C:5]1[CH:6]=[CH:7][C:8]([N+:15]([O-])=O)=[C:9]([CH2:11][C:12](O)=[O:13])[CH:10]=1. (2) Given the product [CH3:1][C:2]1[C:10]2[N:9]=[C:8]([CH2:11][CH2:12][CH3:13])[N:7]([CH2:14][CH2:15][OH:16])[C:6]=2[CH:5]=[C:4]([C:20]2[N:24]([CH3:25])[C:23]3[CH:26]=[CH:27][CH:28]=[CH:29][C:22]=3[N:21]=2)[CH:3]=1, predict the reactants needed to synthesize it. The reactants are: [CH3:1][C:2]1[C:10]2[N:9]=[C:8]([CH2:11][CH2:12][CH3:13])[N:7]([CH2:14][C:15](OCC)=[O:16])[C:6]=2[CH:5]=[C:4]([C:20]2[N:24]([CH3:25])[C:23]3[CH:26]=[CH:27][CH:28]=[CH:29][C:22]=3[N:21]=2)[CH:3]=1.C1COCC1. (3) Given the product [NH:14]1[N:16]2[CH2:21][CH2:20][CH2:19][CH2:18][CH:17]2[C:22](=[O:23])[O:24]1, predict the reactants needed to synthesize it. The reactants are: FC(F)(F)C(OC(=O)C(F)(F)F)=O.[N:14]([N:16]1[CH2:21][CH2:20][CH2:19][CH2:18][CH:17]1[C:22]([OH:24])=[O:23])=O. (4) Given the product [O:42]([N:41]([CH3:40])[C:25]([C:23]1[N:22]=[CH:21][N:20]([C:1]([C:2]2[CH:7]=[CH:6][CH:5]=[CH:4][CH:3]=2)([C:8]2[CH:9]=[CH:10][CH:11]=[CH:12][CH:13]=2)[C:14]2[CH:15]=[CH:16][CH:17]=[CH:18][CH:19]=2)[CH:24]=1)=[O:27])[CH3:43], predict the reactants needed to synthesize it. The reactants are: [C:1]([N:20]1[CH:24]=[C:23]([C:25]([OH:27])=O)[N:22]=[CH:21]1)([C:14]1[CH:19]=[CH:18][CH:17]=[CH:16][CH:15]=1)([C:8]1[CH:13]=[CH:12][CH:11]=[CH:10][CH:9]=1)[C:2]1[CH:7]=[CH:6][CH:5]=[CH:4][CH:3]=1.CCN=C=NCCCN(C)C.Cl.[CH3:40][NH:41][O:42][CH3:43].O.